This data is from Reaction yield outcomes from USPTO patents with 853,638 reactions. The task is: Predict the reaction yield, written as a fraction of the theoretical maximum amount of product (1.0 means a 100% yield; for example, 0.34 means a 34% yield). (1) The reactants are [CH3:1][O:2][C:3]([C:5]1([C:11]2[CH:16]=[CH:15][CH:14]=[CH:13][CH:12]=2)[CH2:10][CH2:9][NH:8][CH2:7][CH2:6]1)=[O:4].Br.Br[CH2:19][CH2:20][CH2:21][NH2:22].C(=O)([O-])[O-].[K+].[K+]. The catalyst is O1CCOCC1. The product is [CH3:1][O:2][C:3]([C:5]1([C:11]2[CH:16]=[CH:15][CH:14]=[CH:13][CH:12]=2)[CH2:6][CH2:7][N:8]([CH2:19][CH2:20][CH2:21][NH2:22])[CH2:9][CH2:10]1)=[O:4]. The yield is 0.720. (2) The reactants are Cl[C:2]1[N:3]=[CH:4][C:5]([C:8]([NH2:10])=[O:9])=[N:6][CH:7]=1.[O:11]=[CH:12][C:13]1[CH:21]=[CH:20][C:18]([OH:19])=[C:15]([O:16][CH3:17])[CH:14]=1.C([O-])([O-])=O.[K+].[K+]. The catalyst is CN(C=O)C. The product is [CH:12]([C:13]1[CH:21]=[CH:20][C:18]([O:19][C:2]2[N:3]=[CH:4][C:5]([C:8]([NH2:10])=[O:9])=[N:6][CH:7]=2)=[C:15]([O:16][CH3:17])[CH:14]=1)=[O:11]. The yield is 0.964. (3) The reactants are [CH2:1]([O:3][C:4]1[CH:11]=[C:10]([F:12])[C:7]([CH2:8][OH:9])=[C:6]([F:13])[CH:5]=1)[CH3:2].[C:14]([O:18][C:19]([N:21]1[CH2:26][CH2:25][N:24]([C:27](Cl)=[O:28])[C@H:23]([CH2:30][CH3:31])[CH2:22]1)=[O:20])([CH3:17])([CH3:16])[CH3:15]. No catalyst specified. The product is [CH2:1]([O:3][C:4]1[CH:5]=[C:6]([F:13])[C:7]([CH2:8][O:9][C:27]([N:24]2[CH2:25][CH2:26][N:21]([C:19]([O:18][C:14]([CH3:16])([CH3:15])[CH3:17])=[O:20])[CH2:22][C@H:23]2[CH2:30][CH3:31])=[O:28])=[C:10]([F:12])[CH:11]=1)[CH3:2]. The yield is 0.810.